Dataset: Forward reaction prediction with 1.9M reactions from USPTO patents (1976-2016). Task: Predict the product of the given reaction. Given the reactants Cl[C:2]1[N:7]=[C:6]([N:8]2[CH2:13][CH2:12][N:11]([C:14]([O:16][C:17]([CH3:20])([CH3:19])[CH3:18])=[O:15])[CH2:10][C@@H:9]2[C:21](=[O:28])[NH:22][CH2:23][C:24]([F:27])([F:26])[F:25])[CH:5]=[N:4][CH:3]=1.[Cl:29][C:30]1[CH:31]=[C:32]2[C:38](B3OC(C)(C)C(C)(C)O3)=[CH:37][N:36]([S:48]([C:51]3[CH:56]=[CH:55][C:54]([CH3:57])=[CH:53][CH:52]=3)(=[O:50])=[O:49])[C:33]2=[N:34][CH:35]=1.C([O-])([O-])=O.[Na+].[Na+], predict the reaction product. The product is: [Cl:29][C:30]1[CH:31]=[C:32]2[C:38]([C:2]3[N:7]=[C:6]([N:8]4[CH2:13][CH2:12][N:11]([C:14]([O:16][C:17]([CH3:19])([CH3:20])[CH3:18])=[O:15])[CH2:10][C@@H:9]4[C:21](=[O:28])[NH:22][CH2:23][C:24]([F:26])([F:27])[F:25])[CH:5]=[N:4][CH:3]=3)=[CH:37][N:36]([S:48]([C:51]3[CH:56]=[CH:55][C:54]([CH3:57])=[CH:53][CH:52]=3)(=[O:49])=[O:50])[C:33]2=[N:34][CH:35]=1.